From a dataset of M1 muscarinic receptor antagonist screen with 61,756 compounds. Binary Classification. Given a drug SMILES string, predict its activity (active/inactive) in a high-throughput screening assay against a specified biological target. (1) The molecule is Brc1c(NC(=O)Cn2nc3CCC(Cc3c2)C)c(F)cc(F)c1. The result is 0 (inactive). (2) The molecule is S(=O)(=O)(NCCC(=O)N1CCCCC1)c1ccc(cc1)C. The result is 0 (inactive). (3) The molecule is O1CCN(C(CNC(OC)=O)c2cccnc2)CC1. The result is 0 (inactive). (4) The result is 0 (inactive). The drug is S(=O)(=O)(N1CCCC1)c1sc(cc1)CC(=O)Nc1sc2CCCCc2n1.